Dataset: Peptide-MHC class I binding affinity with 185,985 pairs from IEDB/IMGT. Task: Regression. Given a peptide amino acid sequence and an MHC pseudo amino acid sequence, predict their binding affinity value. This is MHC class I binding data. (1) The peptide sequence is HFKKRFSTL. The MHC is HLA-B08:01 with pseudo-sequence HLA-B08:01. The binding affinity (normalized) is 0.851. (2) The peptide sequence is VVSTGYHFR. The MHC is Patr-A0101 with pseudo-sequence Patr-A0101. The binding affinity (normalized) is 0.240.